This data is from Catalyst prediction with 721,799 reactions and 888 catalyst types from USPTO. The task is: Predict which catalyst facilitates the given reaction. (1) Reactant: Br[C:2]1[CH:10]=[C:9]2[C:5]([C:6]3[C:14]([C:15]4[CH:20]=[CH:19][CH:18]=[C:17]([N:21]5[C:30](=[O:31])[C:29]6[C:24](=[CH:25][CH:26]=[CH:27][CH:28]=6)[N:23]=[CH:22]5)[C:16]=4[CH3:32])=[CH:13][N:12]=[C:11]([C:33]([NH2:35])=[O:34])[C:7]=3[NH:8]2)=[CH:4][CH:3]=1.C([Sn](CCCC)(CCCC)[C:41]([O:43]CC)=[CH2:42])CCC.C(N(CC)CC)C.C(OCC)(=O)C.CCCCCC. Product: [C:41]([C:2]1[CH:10]=[C:9]2[C:5]([C:6]3[C:14]([C:15]4[CH:20]=[CH:19][CH:18]=[C:17]([N:21]5[C:30](=[O:31])[C:29]6[C:24](=[CH:25][CH:26]=[CH:27][CH:28]=6)[N:23]=[CH:22]5)[C:16]=4[CH3:32])=[CH:13][N:12]=[C:11]([C:33]([NH2:35])=[O:34])[C:7]=3[NH:8]2)=[CH:4][CH:3]=1)(=[O:43])[CH3:42]. The catalyst class is: 184. (2) Reactant: C(OC([N:8]1[CH2:13][CH2:12][N:11]([CH:14]([C:17]2[N:26]([CH2:27][C:28]3[CH:33]=[CH:32][CH:31]=[CH:30][CH:29]=3)[C:25](=[O:34])[C:24]3[C:19](=[CH:20][C:21]([Cl:35])=[CH:22][CH:23]=3)[N:18]=2)[CH2:15][CH3:16])[CH:10]([C:36]2[CH:41]=[CH:40][C:39]([CH3:42])=[CH:38][CH:37]=2)[CH2:9]1)=O)(C)(C)C.C1(C)C=CC=CC=1. Product: [CH2:27]([N:26]1[C:25](=[O:34])[C:24]2[C:19](=[CH:20][C:21]([Cl:35])=[CH:22][CH:23]=2)[N:18]=[C:17]1[CH:14]([N:11]1[CH2:12][CH2:13][NH:8][CH2:9][CH:10]1[C:36]1[CH:41]=[CH:40][C:39]([CH3:42])=[CH:38][CH:37]=1)[CH2:15][CH3:16])[C:28]1[CH:29]=[CH:30][CH:31]=[CH:32][CH:33]=1. The catalyst class is: 484. (3) Reactant: [O:1]([C@@H:19]1[CH2:24][CH2:23][N:22]([C:25]2[CH:26]=[CH:27][C:28]3[N:33]4[C:34](=[O:47])[O:35][C@@H:36]([CH2:37][NH:38][C:39]([C:41]5[S:42][C:43]([Cl:46])=[CH:44][CH:45]=5)=[O:40])[C@@H:32]4[CH2:31][O:30][C:29]=3[CH:48]=2)[C:21](=[O:49])[CH2:20]1)[Si](C(C)(C)C)(C1C=CC=CC=1)C1C=CC=CC=1.CCCC[N+](CCCC)(CCCC)CCCC.[F-]. Product: [Cl:46][C:43]1[S:42][C:41]([C:39]([NH:38][CH2:37][C@H:36]2[C@H:32]3[N:33]([C:28]4[CH:27]=[CH:26][C:25]([N:22]5[CH2:23][CH2:24][C@@H:19]([OH:1])[CH2:20][C:21]5=[O:49])=[CH:48][C:29]=4[O:30][CH2:31]3)[C:34](=[O:47])[O:35]2)=[O:40])=[CH:45][CH:44]=1. The catalyst class is: 1. (4) Reactant: Br[C:2]1[C:3]([F:15])=[C:4]([CH:12]=[CH:13][CH:14]=1)[O:5][CH2:6][C@@H:7]1[CH2:11][CH2:10][CH2:9][O:8]1.[B:16]1([B:16]2[O:20][C:19]([CH3:22])([CH3:21])[C:18]([CH3:24])([CH3:23])[O:17]2)[O:20][C:19]([CH3:22])([CH3:21])[C:18]([CH3:24])([CH3:23])[O:17]1.C([O-])(=O)C.[K+]. Product: [F:15][C:3]1[C:4]([O:5][CH2:6][C@@H:7]2[CH2:11][CH2:10][CH2:9][O:8]2)=[CH:12][CH:13]=[CH:14][C:2]=1[B:16]1[O:20][C:19]([CH3:22])([CH3:21])[C:18]([CH3:24])([CH3:23])[O:17]1. The catalyst class is: 3. (5) Reactant: [O:1]1[CH2:6][CH2:5][CH:4]([CH2:7][N:8]2[C:12]3[CH:13]=[C:14]([C:17]4[CH:22]=[CH:21][N:20]=[C:19]5[NH:23][C:24]([C:26]6[CH2:31][CH2:30][N:29](C(OC(C)(C)C)=O)[CH2:28][CH:27]=6)=[CH:25][C:18]=45)[CH:15]=[CH:16][C:11]=3[N:10]=[N:9]2)[CH2:3][CH2:2]1.FC(F)(F)C(O)=O. Product: [O:1]1[CH2:2][CH2:3][CH:4]([CH2:7][N:8]2[C:12]3[CH:13]=[C:14]([C:17]4[CH:22]=[CH:21][N:20]=[C:19]5[NH:23][C:24]([C:26]6[CH2:31][CH2:30][NH:29][CH2:28][CH:27]=6)=[CH:25][C:18]=45)[CH:15]=[CH:16][C:11]=3[N:10]=[N:9]2)[CH2:5][CH2:6]1. The catalyst class is: 4.